This data is from Forward reaction prediction with 1.9M reactions from USPTO patents (1976-2016). The task is: Predict the product of the given reaction. The product is: [Br:1][C:2]1[CH:10]=[CH:9][C:8]([I:11])=[CH:7][C:3]=1[C:4]([C:24]1[CH:23]=[C:22]2[C:27](=[CH:26][CH:25]=1)[O:18][CH2:19][CH2:20][CH2:21]2)=[O:6]. Given the reactants [Br:1][C:2]1[CH:10]=[CH:9][C:8]([I:11])=[CH:7][C:3]=1[C:4]([OH:6])=O.C(Cl)(=O)C(Cl)=O.[O:18]1[C:27]2[C:22](=[CH:23][CH:24]=[CH:25][CH:26]=2)[CH2:21][CH2:20][CH2:19]1.[Cl-].[Al+3].[Cl-].[Cl-], predict the reaction product.